From a dataset of Forward reaction prediction with 1.9M reactions from USPTO patents (1976-2016). Predict the product of the given reaction. (1) Given the reactants Cl[C:2]1[N:7]=[C:6]([C:8]2[C:9]([C:17]3[CH:18]=[C:19]([NH:23][C:24](=[O:29])[C:25]([F:28])([F:27])[F:26])[CH:20]=[CH:21][CH:22]=3)=[N:10][N:11]3[CH:16]=[CH:15][CH:14]=[CH:13][C:12]=23)[CH:5]=[CH:4][N:3]=1.[CH3:30][N:31]1[CH2:40][CH2:39][C:38]2[C:33](=[CH:34][C:35]([NH2:41])=[CH:36][CH:37]=2)[CH2:32]1, predict the reaction product. The product is: [F:26][C:25]([F:28])([F:27])[C:24]([NH:23][C:19]1[CH:20]=[CH:21][CH:22]=[C:17]([C:9]2[C:8]([C:6]3[CH:5]=[CH:4][N:3]=[C:2]([NH:41][C:35]4[CH:34]=[C:33]5[C:38]([CH2:39][CH2:40][N:31]([CH3:30])[CH2:32]5)=[CH:37][CH:36]=4)[N:7]=3)=[C:12]3[CH:13]=[CH:14][CH:15]=[CH:16][N:11]3[N:10]=2)[CH:18]=1)=[O:29]. (2) Given the reactants [C:1]1(=[O:17])[N:5]([CH2:6][CH2:7][S:8](Cl)(=[O:10])=[O:9])[C:4](=[O:12])[C:3]2=[CH:13][CH:14]=[CH:15][CH:16]=[C:2]12.[NH3:18], predict the reaction product. The product is: [C:1]1(=[O:17])[N:5]([CH2:6][CH2:7][S:8]([NH2:18])(=[O:10])=[O:9])[C:4](=[O:12])[C:3]2=[CH:13][CH:14]=[CH:15][CH:16]=[C:2]12. (3) Given the reactants [NH2:1][C:2]1[C:9]([O:10][CH2:11][CH2:12][C:13]2[CH:18]=[CH:17][CH:16]=[CH:15][N:14]=2)=[CH:8][C:7]([OH:19])=[CH:6][C:3]=1[C:4]#[N:5].C(P(CCCC)CCCC)CCC.[CH3:33][O:34][CH2:35][C@H:36](O)[CH3:37].N(C(N1CCCCC1)=O)=NC(N1CCCCC1)=O, predict the reaction product. The product is: [NH2:1][C:2]1[C:9]([O:10][CH2:11][CH2:12][C:13]2[CH:18]=[CH:17][CH:16]=[CH:15][N:14]=2)=[CH:8][C:7]([O:19][C@@H:36]([CH3:37])[CH2:35][O:34][CH3:33])=[CH:6][C:3]=1[C:4]#[N:5]. (4) Given the reactants FC1C=C(F)C=CC=1C1C=C(CN2C(=O)C3=CC=CC=C3C2=O)C(=O)N(CC(C)C)N=1.[C:32]([C:35]1[C:36](=[O:59])[N:37]([CH2:49][CH2:50][CH2:51][C:52]2[CH:57]=[CH:56][CH:55]=[C:54]([Cl:58])[CH:53]=2)[N:38]=[C:39]([C:41]2[CH:46]=[CH:45][C:44]([F:47])=[C:43]([CH3:48])[CH:42]=2)[CH:40]=1)(O)=[O:33], predict the reaction product. The product is: [Cl:58][C:54]1[CH:53]=[C:52]([CH2:51][CH2:50][CH2:49][N:37]2[C:36](=[O:59])[C:35]([CH2:32][OH:33])=[CH:40][C:39]([C:41]3[CH:46]=[CH:45][C:44]([F:47])=[C:43]([CH3:48])[CH:42]=3)=[N:38]2)[CH:57]=[CH:56][CH:55]=1. (5) Given the reactants [N:1]1[C:8]([Cl:9])=[N:7][C:5](Cl)=[N:4][C:2]=1[Cl:3].[OH-].[Na+].[NH2:12][C:13]1[C:14]([OH:47])=[C:15]([N:23]=[N:24][C:25]([C:41]2[CH:46]=[CH:45][CH:44]=[CH:43][CH:42]=2)=[N:26][NH:27][C:28]2[CH:33]=[C:32]([S:34]([OH:37])(=[O:36])=[O:35])[CH:31]=[CH:30][C:29]=2[C:38]([OH:40])=[O:39])[CH:16]=[C:17]([S:19]([OH:22])(=[O:21])=[O:20])[CH:18]=1, predict the reaction product. The product is: [Cl:9][C:8]1[N:1]=[C:2]([Cl:3])[N:4]=[C:5]([NH:12][C:13]2[C:14]([OH:47])=[C:15]([N:23]=[N:24][C:25]([C:41]3[CH:42]=[CH:43][CH:44]=[CH:45][CH:46]=3)=[N:26][NH:27][C:28]3[CH:33]=[C:32]([S:34]([OH:37])(=[O:35])=[O:36])[CH:31]=[CH:30][C:29]=3[C:38]([OH:40])=[O:39])[CH:16]=[C:17]([S:19]([OH:22])(=[O:21])=[O:20])[CH:18]=2)[N:7]=1.